From a dataset of Reaction yield outcomes from USPTO patents with 853,638 reactions. Predict the reaction yield, written as a fraction of the theoretical maximum amount of product (1.0 means a 100% yield; for example, 0.34 means a 34% yield). (1) The product is [CH3:2][O:3][C:4](=[O:20])[C@@H:5]([NH:19][C:27](=[O:28])[C:26]1[CH:30]=[C:22]([Br:21])[CH:23]=[CH:24][C:25]=1[OH:31])[CH2:6][C:7]1[CH:12]=[CH:11][C:10]([C:13]2[CH:18]=[CH:17][CH:16]=[CH:15][CH:14]=2)=[CH:9][CH:8]=1. The reactants are Cl.[CH3:2][O:3][C:4](=[O:20])[C@@H:5]([NH2:19])[CH2:6][C:7]1[CH:12]=[CH:11][C:10]([C:13]2[CH:18]=[CH:17][CH:16]=[CH:15][CH:14]=2)=[CH:9][CH:8]=1.[Br:21][C:22]1[CH:23]=[CH:24][C:25]([OH:31])=[C:26]([CH:30]=1)[C:27](O)=[O:28].Cl. The catalyst is CCOC(C)=O. The yield is 0.350. (2) The reactants are [CH:1]1([N:6]2[C:11]3[N:12]=[C:13]([S:16][CH3:17])[N:14]=[CH:15][C:10]=3[CH:9]=[C:8]([F:18])[C:7]2=[O:19])[CH2:5][CH2:4][CH2:3][CH2:2]1.C1(S(N2C(C3C=CC=CC=3)O2)(=O)=[O:27])C=CC=CC=1. The catalyst is ClCCl. The product is [CH:1]1([N:6]2[C:11]3[N:12]=[C:13]([S:16]([CH3:17])=[O:27])[N:14]=[CH:15][C:10]=3[CH:9]=[C:8]([F:18])[C:7]2=[O:19])[CH2:2][CH2:3][CH2:4][CH2:5]1. The yield is 0.796. (3) The catalyst is C1COCC1.O. The product is [F:1][CH2:2][CH:3]([O:6][CH2:7][C:8]([OH:10])=[O:9])[CH2:4][F:5]. The yield is 0.670. The reactants are [F:1][CH2:2][CH:3]([O:6][CH2:7][C:8]([O:10]CC1C=CC=CC=1)=[O:9])[CH2:4][F:5].O.[OH-].[Li+]. (4) The reactants are [C:1]([CH2:3][CH2:4][O:5][CH2:6][O:7][C@@H:8]1[C@H:12]([OH:13])[C@@H:11]([CH2:14][OH:15])[O:10][C@H:9]1[N:16]1[CH:23]=[CH:22][C:20](=[O:21])[NH:19][C:17]1=[O:18])#[N:2].N1C=CC=CC=1.[CH3:30][O:31][C:32]1[CH:53]=[CH:52][C:35]([C:36](Cl)([C:45]2[CH:50]=[CH:49][CH:48]=[CH:47][CH:46]=2)[C:37]2[CH:42]=[CH:41][C:40]([O:43][CH3:44])=[CH:39][CH:38]=2)=[CH:34][CH:33]=1. The catalyst is CO. The product is [CH3:44][O:43][C:40]1[CH:39]=[CH:38][C:37]([C:36]([O:15][CH2:14][C@H:11]2[O:10][C@@H:9]([N:16]3[CH:23]=[CH:22][C:20](=[O:21])[NH:19][C:17]3=[O:18])[C@H:8]([O:7][CH2:6][O:5][CH2:4][CH2:3][C:1]#[N:2])[C@@H:12]2[OH:13])([C:45]2[CH:46]=[CH:47][CH:48]=[CH:49][CH:50]=2)[C:35]2[CH:52]=[CH:53][C:32]([O:31][CH3:30])=[CH:33][CH:34]=2)=[CH:42][CH:41]=1. The yield is 0.980. (5) The reactants are [C:1]([O:9][CH2:10][C@:11]1([CH3:17])[CH2:15][CH:14]([OH:16])[CH2:13][O:12]1)(=[O:8])[C:2]1[CH:7]=[CH:6][CH:5]=[CH:4][CH:3]=1.C1C=C[NH+]=CC=1.[O-][Cr](Cl)(=O)=O. The catalyst is C(Cl)Cl.CCCCCC. The product is [C:1]([O:9][CH2:10][C@:11]1([CH3:17])[CH2:15][C:14](=[O:16])[CH2:13][O:12]1)(=[O:8])[C:2]1[CH:3]=[CH:4][CH:5]=[CH:6][CH:7]=1. The yield is 0.440. (6) The reactants are [I:1][C:2]1[CH:7]=[CH:6][CH:5]=[CH:4][C:3]=1[S:8]([CH3:11])(=[O:10])=[O:9].[Br:12]N1C(=O)CCC1=O. The catalyst is OS(O)(=O)=O. The product is [Br:12][C:5]1[CH:6]=[CH:7][C:2]([I:1])=[C:3]([S:8]([CH3:11])(=[O:9])=[O:10])[CH:4]=1. The yield is 0.860.